Task: Regression. Given a peptide amino acid sequence and an MHC pseudo amino acid sequence, predict their binding affinity value. This is MHC class I binding data.. Dataset: Peptide-MHC class I binding affinity with 185,985 pairs from IEDB/IMGT (1) The peptide sequence is GMPNWCVSI. The MHC is HLA-A02:12 with pseudo-sequence HLA-A02:12. The binding affinity (normalized) is 1.00. (2) The peptide sequence is MTVDEVEDY. The MHC is HLA-A02:12 with pseudo-sequence HLA-A02:12. The binding affinity (normalized) is 0.0847. (3) The peptide sequence is QTSKWDDPW. The MHC is Mamu-B17 with pseudo-sequence Mamu-B17. The binding affinity (normalized) is 0.456. (4) The peptide sequence is CIPIPSSWA. The MHC is Patr-A0101 with pseudo-sequence Patr-A0101. The binding affinity (normalized) is 0.0120.